Dataset: Forward reaction prediction with 1.9M reactions from USPTO patents (1976-2016). Task: Predict the product of the given reaction. Given the reactants I[CH:2]1[CH2:6][CH2:5][CH2:4][CH2:3]1.[CH3:7][C:8]1[CH:13]=[CH:12][C:11]([C@:14]2([O:23][C@H:22]([CH2:24][OH:25])[C@@H:20]([OH:21])[C@H:18]([OH:19])[C@H:16]2[OH:17])[OH:15])=[CH:10][C:9]=1[CH2:26][C:27]1[CH:32]=[CH:31][C:30]([OH:33])=[CH:29][CH:28]=1.C(=O)([O-])[O-].[Cs+].[Cs+], predict the reaction product. The product is: [CH3:7][C:8]1[CH:13]=[CH:12][C:11]([C@:14]2([O:23][C@H:22]([CH2:24][OH:25])[C@@H:20]([OH:21])[C@H:18]([OH:19])[C@H:16]2[OH:17])[OH:15])=[CH:10][C:9]=1[CH2:26][C:27]1[CH:28]=[CH:29][C:30]([O:33][CH:2]2[CH2:6][CH2:5][CH2:4][CH2:3]2)=[CH:31][CH:32]=1.